The task is: Predict which catalyst facilitates the given reaction.. This data is from Catalyst prediction with 721,799 reactions and 888 catalyst types from USPTO. (1) Reactant: Br[C:2]1[N:10]2[C:5]([N:6]=[N:7][C:8]3[C:14]([O:15][CH3:16])=[CH:13][C:12]([C:17]([F:20])([F:19])[F:18])=[CH:11][C:9]=32)=[C:4]([CH3:21])[N:3]=1.C(=O)([O-])[O-].[K+].[K+].[CH3:28][C:29]1[C:34](B2OC(C)(C)C(C)(C)O2)=[CH:33][CH:32]=[CH:31][N:30]=1. Product: [CH3:16][O:15][C:14]1[C:8]2[N:7]=[N:6][C:5]3=[C:4]([CH3:21])[N:3]=[C:2]([C:34]4[C:29]([CH3:28])=[N:30][CH:31]=[CH:32][CH:33]=4)[N:10]3[C:9]=2[CH:11]=[C:12]([C:17]([F:20])([F:19])[F:18])[CH:13]=1. The catalyst class is: 70. (2) Reactant: [NH:1]1[C:9]2[C:4](=[CH:5][CH:6]=[CH:7][CH:8]=2)[C:3]([CH2:10][CH2:11][NH:12][CH2:13][C:14]2[CH:19]=[CH:18][C:17]([I:20])=[CH:16][CH:15]=2)=[CH:2]1.Br[CH2:22][CH2:23][O:24][Si:25]([C:28]([CH3:31])([CH3:30])[CH3:29])([CH3:27])[CH3:26].CCN(C(C)C)C(C)C. Product: [NH:1]1[C:9]2[C:4](=[CH:5][CH:6]=[CH:7][CH:8]=2)[C:3]([CH2:10][CH2:11][N:12]([CH2:13][C:14]2[CH:15]=[CH:16][C:17]([I:20])=[CH:18][CH:19]=2)[CH2:22][CH2:23][O:24][Si:25]([C:28]([CH3:31])([CH3:30])[CH3:29])([CH3:27])[CH3:26])=[CH:2]1. The catalyst class is: 16. (3) Product: [OH:19][CH2:20][CH2:21][CH:22]([C:26]1[CH:31]=[CH:30][C:29]([C:32]([F:33])([F:34])[F:35])=[CH:28][CH:27]=1)[CH2:23][C:24]#[N:25]. The catalyst class is: 7. Reactant: [Si]([SiH2][O:19][CH2:20][CH2:21][CH:22]([C:26]1[CH:31]=[CH:30][C:29]([C:32]([F:35])([F:34])[F:33])=[CH:28][CH:27]=1)[CH2:23][C:24]#[N:25])(C(C)(C)C)(C1C=CC=CC=1)C1C=CC=CC=1.[F-].C([N+](CCCC)(CCCC)CCCC)CCC. (4) Reactant: [ClH:1].[CH2:2]([N:4]([CH:7]1[CH2:12][CH2:11][N:10](C(OC(C)(C)C)=O)[CH2:9][CH2:8]1)[CH2:5][CH3:6])[CH3:3]. Product: [ClH:1].[ClH:1].[CH2:5]([N:4]([CH2:2][CH3:3])[CH:7]1[CH2:8][CH2:9][NH:10][CH2:11][CH2:12]1)[CH3:6]. The catalyst class is: 12. (5) The catalyst class is: 99. Product: [NH2:1][C:4]1[CH:9]=[CH:8][C:7]([CH2:10][CH2:11][CH2:12][CH2:13][C:14]2[CH:15]=[CH:16][C:17]([CH2:20][C:21]([O:23][CH3:24])=[O:22])=[CH:18][CH:19]=2)=[CH:6][CH:5]=1. Reactant: [N+:1]([C:4]1[CH:9]=[CH:8][C:7]([C:10]#[C:11][CH2:12][CH2:13][C:14]2[CH:19]=[CH:18][C:17]([CH2:20][C:21]([O:23][CH3:24])=[O:22])=[CH:16][CH:15]=2)=[CH:6][CH:5]=1)([O-])=O. (6) Reactant: [ClH:1].[N+:2]([C:5]1[CH:10]=[CH:9][CH:8]=[C:7]([CH2:11][CH2:12][N:13]([CH2:17][CH2:18][CH3:19])[CH2:14][CH2:15][CH3:16])[C:6]=1[CH2:20][C:21]([OH:23])=O)([O-])=O. Product: [CH3:16][CH2:15][CH2:14][N:13]([CH2:12][CH2:11][C:7]1[CH:8]=[CH:9][CH:10]=[C:5]2[NH:2][C:21](=[O:23])[CH2:20][C:6]=12)[CH2:17][CH2:18][CH3:19].[ClH:1]. The catalyst class is: 43. (7) Reactant: CC(C)([O-])C.[K+].[NH:7]1[C:15]2[C:10](=[CH:11][CH:12]=[CH:13][CH:14]=2)[C:9]([C:16]([O:18][CH3:19])=[O:17])=[CH:8]1.Cl[C:21]1[N:26]=[CH:25][CH:24]=[CH:23][N:22]=1. Product: [N:22]1[CH:23]=[CH:24][CH:25]=[N:26][C:21]=1[N:7]1[C:15]2[C:10](=[CH:11][CH:12]=[CH:13][CH:14]=2)[C:9]([C:16]([O:18][CH3:19])=[O:17])=[CH:8]1. The catalyst class is: 12. (8) Reactant: [C:1]([O:5][C:6]([C@@:8]1([CH2:24]O)[CH:12]([CH2:13][OH:14])[C:11](=[O:15])[N:10]([C@@H:16]([C:18]2[CH:23]=[CH:22][CH:21]=[CH:20][CH:19]=2)[CH3:17])[CH2:9]1)=[O:7])([CH3:4])([CH3:3])[CH3:2].C1(P(C2C=CC=CC=2)C2C=CC=CC=2)C=CC=CC=1.N(C(OCC)=O)=NC(OCC)=O.C1(C)C=CC=CC=1. Product: [C:1]([O:5][C:6]([C@@:8]12[CH2:24][O:14][CH2:13][CH:12]1[C:11](=[O:15])[N:10]([C@@H:16]([C:18]1[CH:19]=[CH:20][CH:21]=[CH:22][CH:23]=1)[CH3:17])[CH2:9]2)=[O:7])([CH3:3])([CH3:2])[CH3:4]. The catalyst class is: 7. (9) Reactant: [CH3:1][C:2]1[CH:10]=[CH:9][C:5]([C:6]([OH:8])=[O:7])=[CH:4][C:3]=1[C:11]([F:14])([F:13])[F:12].S(=O)(=O)(O)O.O.[CH2:21](O)[CH3:22]. Product: [CH3:1][C:2]1[CH:10]=[CH:9][C:5]([C:6]([O:8][CH2:21][CH3:22])=[O:7])=[CH:4][C:3]=1[C:11]([F:12])([F:13])[F:14]. The catalyst class is: 2. (10) Reactant: C([O:3][C:4]([CH:6]1[CH2:11][CH2:10][N:9]([C:12]2[CH:17]=[C:16]([C:18]3[C:19]([C:30]4[O:31][CH:32]=[CH:33][CH:34]=4)=[N:20][C:21]([NH2:29])=[N:22][C:23]=3[C:24]3[O:25][CH:26]=[CH:27][CH:28]=3)[CH:15]=[CH:14][N:13]=2)[CH2:8][CH2:7]1)=[O:5])C.[OH-].[Na+]. Product: [NH2:29][C:21]1[N:20]=[C:19]([C:30]2[O:31][CH:32]=[CH:33][CH:34]=2)[C:18]([C:16]2[CH:15]=[CH:14][N:13]=[C:12]([N:9]3[CH2:8][CH2:7][CH:6]([C:4]([OH:5])=[O:3])[CH2:11][CH2:10]3)[CH:17]=2)=[C:23]([C:24]2[O:25][CH:26]=[CH:27][CH:28]=2)[N:22]=1. The catalyst class is: 5.